Dataset: Catalyst prediction with 721,799 reactions and 888 catalyst types from USPTO. Task: Predict which catalyst facilitates the given reaction. (1) Reactant: O[CH2:2][C:3]1[CH:4]=[C:5]([NH:9][C:10]([NH2:12])=[O:11])[CH:6]=[CH:7][CH:8]=1.P(Br)(Br)[Br:14]. Product: [Br:14][CH2:2][C:3]1[CH:4]=[C:5]([NH:9][C:10]([NH2:12])=[O:11])[CH:6]=[CH:7][CH:8]=1. The catalyst class is: 2. (2) Reactant: [Cl:1][C:2]1[C:7]([CH2:8]O)=[CH:6][C:5]([F:10])=[C:4]([Cl:11])[N:3]=1.P(Br)(Br)[Br:13].C(Cl)Cl.C([O-])(O)=O.[Na+]. Product: [Br:13][CH2:8][C:7]1[C:2]([Cl:1])=[N:3][C:4]([Cl:11])=[C:5]([F:10])[CH:6]=1. The catalyst class is: 22. (3) Reactant: [CH3:1][O:2][C:3](=[O:12])[CH2:4][C:5]1[CH:6]=[N:7][CH:8]=[C:9](Br)[CH:10]=1.C1(P(C2CCCCC2)C2C=CC=CC=2C2C(OC)=CC=CC=2OC)CCCCC1.P([O-])([O-])([O-])=O.[K+].[K+].[K+].[CH2:50]([C:52]([C:71]1[CH:76]=[CH:75][C:74]([C:77]#[C:78][C:79]2([O:85][Si:86]([CH3:89])([CH3:88])[CH3:87])[CH2:84][CH2:83][O:82][CH2:81][CH2:80]2)=[C:73]([CH3:90])[CH:72]=1)([C:55]1[CH:60]=[CH:59][C:58](B2OC(C)(C)C(C)(C)O2)=[C:57]([CH3:70])[CH:56]=1)[CH2:53][CH3:54])[CH3:51].C(=O)(O)[O-].[Na+]. Product: [CH3:1][O:2][C:3](=[O:12])[CH2:4][C:5]1[CH:6]=[N:7][CH:8]=[C:9]([C:58]2[CH:59]=[CH:60][C:55]([C:52]([CH2:53][CH3:54])([C:71]3[CH:76]=[CH:75][C:74]([C:77]#[C:78][C:79]4([O:85][Si:86]([CH3:87])([CH3:89])[CH3:88])[CH2:84][CH2:83][O:82][CH2:81][CH2:80]4)=[C:73]([CH3:90])[CH:72]=3)[CH2:50][CH3:51])=[CH:56][C:57]=2[CH3:70])[CH:10]=1. The catalyst class is: 493. (4) Reactant: [NH2:1][CH2:2][C:3]1[C:4]([NH:20][C@H:21]([C:23]2[CH:28]=[CH:27][C:26]([F:29])=[CH:25][CH:24]=2)[CH3:22])=[N:5][C:6]([NH:10][C:11]2[CH:15]=[C:14]([O:16][CH:17]([CH3:19])[CH3:18])[NH:13][N:12]=2)=[C:7]([F:9])[CH:8]=1.[CH3:30][S:31](O)(=[O:33])=[O:32].CCN(C(C)C)C(C)C. Product: [F:9][C:7]1[CH:8]=[C:3]([CH2:2][NH:1][S:31]([CH3:30])(=[O:33])=[O:32])[C:4]([NH:20][C@H:21]([C:23]2[CH:24]=[CH:25][C:26]([F:29])=[CH:27][CH:28]=2)[CH3:22])=[N:5][C:6]=1[NH:10][C:11]1[CH:15]=[C:14]([O:16][CH:17]([CH3:18])[CH3:19])[NH:13][N:12]=1. The catalyst class is: 251.